This data is from Forward reaction prediction with 1.9M reactions from USPTO patents (1976-2016). The task is: Predict the product of the given reaction. (1) Given the reactants [CH2:1]([O:8][CH2:9][N:10]1[C:18]2[C:17]([NH2:19])=[N:16][C:15]([CH2:20][CH2:21][CH2:22][CH3:23])=[N:14][C:13]=2[C:12]([C:24]#[C:25][CH2:26][CH2:27][CH2:28][N:29]2[CH2:32][CH:31](C)[CH2:30]2)=[CH:11]1)[C:2]1[CH:7]=[CH:6][CH:5]=[CH:4][CH:3]=1.Cl.[F:35]C1CNC1, predict the reaction product. The product is: [CH2:1]([O:8][CH2:9][N:10]1[C:18]2[C:17]([NH2:19])=[N:16][C:15]([CH2:20][CH2:21][CH2:22][CH3:23])=[N:14][C:13]=2[C:12]([C:24]#[C:25][CH2:26][CH2:27][CH2:28][N:29]2[CH2:32][CH:31]([F:35])[CH2:30]2)=[CH:11]1)[C:2]1[CH:7]=[CH:6][CH:5]=[CH:4][CH:3]=1. (2) Given the reactants [OH-].[K+].[CH3:3][S:4]([C:7]1[CH:8]=[C:9]2[C:14](=[CH:15][CH:16]=1)[N:13]=[C:12]([C:17]1[CH:22]=[CH:21][CH:20]=[C:19]([C:23]([F:26])([F:25])[F:24])[CH:18]=1)[C:11]([CH2:27][N:28]1[CH2:33][CH2:32][CH:31]([N:34]3[CH2:39][CH2:38][O:37][CH2:36][CH2:35]3)[CH2:30][CH2:29]1)=[C:10]2[C:40]([O:42]C)=[O:41])(=[O:6])=[O:5], predict the reaction product. The product is: [CH3:3][S:4]([C:7]1[CH:8]=[C:9]2[C:14](=[CH:15][CH:16]=1)[N:13]=[C:12]([C:17]1[CH:22]=[CH:21][CH:20]=[C:19]([C:23]([F:26])([F:24])[F:25])[CH:18]=1)[C:11]([CH2:27][N:28]1[CH2:29][CH2:30][CH:31]([N:34]3[CH2:35][CH2:36][O:37][CH2:38][CH2:39]3)[CH2:32][CH2:33]1)=[C:10]2[C:40]([OH:42])=[O:41])(=[O:6])=[O:5]. (3) Given the reactants [N:1]1[CH:6]=[CH:5][CH:4]=[CH:3][C:2]=1[CH2:7][NH2:8].Cl[C:10](=[O:16])[C:11]([O:13][CH2:14][CH3:15])=[O:12], predict the reaction product. The product is: [O:16]=[C:10]([NH:8][CH2:7][C:2]1[CH:3]=[CH:4][CH:5]=[CH:6][N:1]=1)[C:11]([O:13][CH2:14][CH3:15])=[O:12]. (4) Given the reactants [CH3:1][S:2]([C:5]1[CH:32]=[CH:31][C:8]([NH:9][CH:10]2[CH2:15][CH2:14][N:13]([CH2:16][CH2:17][CH:18]([C:25]3[CH:30]=[CH:29][CH:28]=[CH:27][CH:26]=3)[C:19]3[CH:24]=[CH:23][CH:22]=[CH:21][CH:20]=3)[CH2:12][CH2:11]2)=[C:7]([N+:33]([O-])=O)[CH:6]=1)(=[O:4])=[O:3].Cl, predict the reaction product. The product is: [NH2:33][C:7]1[CH:6]=[C:5]([S:2]([CH3:1])(=[O:4])=[O:3])[CH:32]=[CH:31][C:8]=1[NH:9][CH:10]1[CH2:11][CH2:12][N:13]([CH2:16][CH2:17][CH:18]([C:19]2[CH:20]=[CH:21][CH:22]=[CH:23][CH:24]=2)[C:25]2[CH:26]=[CH:27][CH:28]=[CH:29][CH:30]=2)[CH2:14][CH2:15]1. (5) Given the reactants [CH3:1][C:2]1[C:6]([C:7]2[CH:8]=[C:9]([NH:13][C:14]3[CH:15]=[C:16]([CH:21]=[CH:22][CH:23]=3)[C:17]([O:19][CH3:20])=[O:18])[CH:10]=[N:11][CH:12]=2)=[C:5]([CH3:24])[O:4][N:3]=1.C([O-])([O-])=O.[K+].[K+], predict the reaction product. The product is: [CH3:1][C:2]1[C:6]([C:7]2[CH:12]=[N:11][C:10]3[C:15]4[C:16]([C:17]([O:19][CH3:20])=[O:18])=[CH:21][CH:22]=[CH:23][C:14]=4[NH:13][C:9]=3[CH:8]=2)=[C:5]([CH3:24])[O:4][N:3]=1.